Dataset: Reaction yield outcomes from USPTO patents with 853,638 reactions. Task: Predict the reaction yield, written as a fraction of the theoretical maximum amount of product (1.0 means a 100% yield; for example, 0.34 means a 34% yield). The reactants are [C:1]([O:5][C:6]([N:8]1[CH2:12][CH2:11][CH2:10][CH:9]1[C:13]1[NH:14][C:15]([C:18]2[CH:23]=[CH:22][C:21]([Br:24])=[CH:20][CH:19]=2)=[CH:16][N:17]=1)=[O:7])([CH3:4])([CH3:3])[CH3:2].[C:25](OC(N1CCCC1C(O)=O)=O)(C)(C)C. No catalyst specified. The product is [C:1]([O:5][C:6]([N:8]1[CH:9]([C:13]2[NH:14][C:15]([C:18]3[CH:19]=[CH:20][C:21]([Br:24])=[CH:22][CH:23]=3)=[CH:16][N:17]=2)[CH2:10][CH:11]2[CH:12]1[CH2:25]2)=[O:7])([CH3:4])([CH3:2])[CH3:3]. The yield is 0.600.